This data is from Reaction yield outcomes from USPTO patents with 853,638 reactions. The task is: Predict the reaction yield, written as a fraction of the theoretical maximum amount of product (1.0 means a 100% yield; for example, 0.34 means a 34% yield). (1) The reactants are I[C:2]1[C:3]2[S:11][CH:10]=[C:9]([C:12]3[CH:13]=[C:14]4[C:18](=[CH:19][CH:20]=3)[N:17]([C:21](=[O:29])[CH2:22][C:23]3[CH:28]=[CH:27][CH:26]=[CH:25][CH:24]=3)[CH2:16][CH2:15]4)[C:4]=2[C:5]([NH2:8])=[N:6][CH:7]=1.B1([C:39]2[CH2:44][CH2:43][N:42]([C:45]([O:47][C:48]([CH3:51])([CH3:50])[CH3:49])=[O:46])[CH2:41][CH:40]=2)OC(C)(C)C(C)(C)O1.C(=O)(O)[O-].[Na+].CCOC(C)=O. The catalyst is O1CCOCC1.C1C=CC(P(C2C=CC=CC=2)[C-]2C=CC=C2)=CC=1.C1C=CC(P(C2C=CC=CC=2)[C-]2C=CC=C2)=CC=1.Cl[Pd]Cl.[Fe+2].C(Cl)Cl. The product is [NH2:8][C:5]1[C:4]2[C:9]([C:12]3[CH:13]=[C:14]4[C:18](=[CH:19][CH:20]=3)[N:17]([C:21](=[O:29])[CH2:22][C:23]3[CH:28]=[CH:27][CH:26]=[CH:25][CH:24]=3)[CH2:16][CH2:15]4)=[CH:10][S:11][C:3]=2[C:2]([C:39]2[CH2:44][CH2:43][N:42]([C:45]([O:47][C:48]([CH3:51])([CH3:50])[CH3:49])=[O:46])[CH2:41][CH:40]=2)=[CH:7][N:6]=1. The yield is 0.850. (2) The reactants are C([Li])CCC.Br[C:7]1[CH:8]=[C:9]([N:13]2[CH2:17][CH2:16][CH:15]([O:18][CH:19]3[CH2:24][CH2:23][CH2:22][CH2:21][O:20]3)[CH2:14]2)[CH:10]=[CH:11][CH:12]=1.[S:25](=[O:27])=[O:26].[Cl:28]NC(=O)CCC(N)=O. The catalyst is O1CCCC1.CCCCCC. The product is [O:20]1[CH2:21][CH2:22][CH2:23][CH2:24][CH:19]1[O:18][CH:15]1[CH2:16][CH2:17][N:13]([C:9]2[CH:8]=[C:7]([S:25]([Cl:28])(=[O:27])=[O:26])[CH:12]=[CH:11][CH:10]=2)[CH2:14]1. The yield is 0.610. (3) The reactants are Cl[C:2]1[CH:3]=[CH:4][C:5]2[N:6]([CH:8]=[C:9]([NH:11][C:12](=[O:17])[C:13]([CH3:16])([CH3:15])[CH3:14])[N:10]=2)[N:7]=1.C[C:19]([O-:21])=[O:20].[K+].O1CCOC[CH2:24]1.[C]=O. The catalyst is CO.C1C=CC(P(C2C=CC=CC=2)[C-]2C=CC=C2)=CC=1.C1C=CC(P(C2C=CC=CC=2)[C-]2C=CC=C2)=CC=1.Cl[Pd]Cl.[Fe+2]. The product is [C:12]([NH:11][C:9]1[N:10]=[C:5]2[CH:4]=[CH:3][C:2]([C:19]([O:21][CH3:24])=[O:20])=[N:7][N:6]2[CH:8]=1)(=[O:17])[C:13]([CH3:16])([CH3:15])[CH3:14]. The yield is 0.610. (4) The reactants are [CH3:1][C:2]([CH3:62])([CH3:61])[C@H:3]([N:45]1[CH2:49][CH2:48][N:47]([CH2:50][C:51]2[CH:56]=[CH:55][CH:54]=[C:53]([N+:57]([O-])=O)[CH:52]=2)[C:46]1=[O:60])[C:4]([NH:6][C@@H:7]([CH2:38][C:39]1[CH:44]=[CH:43][CH:42]=[CH:41][CH:40]=1)[C@@H:8]([OH:37])[CH2:9][C@@H:10]([NH:24][C:25]([C@@H:27]([NH:32][C:33](=[O:36])[O:34][CH3:35])[C:28]([CH3:31])([CH3:30])[CH3:29])=[O:26])[CH2:11][C:12]1[CH:17]=[CH:16][C:15]([C:18]2[CH:23]=[CH:22][CH:21]=[CH:20][N:19]=2)=[CH:14][CH:13]=1)=[O:5]. The catalyst is C(O)C.[Pd]. The product is [NH2:57][C:53]1[CH:52]=[C:51]([CH:56]=[CH:55][CH:54]=1)[CH2:50][N:47]1[CH2:48][CH2:49][N:45]([C@@H:3]([C:2]([CH3:61])([CH3:1])[CH3:62])[C:4]([NH:6][C@@H:7]([CH2:38][C:39]2[CH:44]=[CH:43][CH:42]=[CH:41][CH:40]=2)[C@@H:8]([OH:37])[CH2:9][C@@H:10]([NH:24][C:25]([C@@H:27]([NH:32][C:33](=[O:36])[O:34][CH3:35])[C:28]([CH3:31])([CH3:30])[CH3:29])=[O:26])[CH2:11][C:12]2[CH:13]=[CH:14][C:15]([C:18]3[CH:23]=[CH:22][CH:21]=[CH:20][N:19]=3)=[CH:16][CH:17]=2)=[O:5])[C:46]1=[O:60]. The yield is 0.470.